Dataset: Full USPTO retrosynthesis dataset with 1.9M reactions from patents (1976-2016). Task: Predict the reactants needed to synthesize the given product. (1) Given the product [C:17]1([CH2:23][CH2:24][CH2:25][CH:26]([NH:36][C:37](=[O:41])[CH2:38][N:39]([C:14]([CH:11]2[CH2:10][CH2:9][N:8]([C:6]([O:5][C:1]([CH3:2])([CH3:3])[CH3:4])=[O:7])[CH2:13][CH2:12]2)=[O:16])[CH3:40])[CH2:27][CH2:28][CH2:29][C:30]2[CH:31]=[CH:32][CH:33]=[CH:34][CH:35]=2)[CH:18]=[CH:19][CH:20]=[CH:21][CH:22]=1, predict the reactants needed to synthesize it. The reactants are: [C:1]([O:5][C:6]([N:8]1[CH2:13][CH2:12][CH:11]([C:14]([OH:16])=O)[CH2:10][CH2:9]1)=[O:7])([CH3:4])([CH3:3])[CH3:2].[C:17]1([CH2:23][CH2:24][CH2:25][CH:26]([NH:36][C:37](=[O:41])[CH2:38][NH:39][CH3:40])[CH2:27][CH2:28][CH2:29][C:30]2[CH:35]=[CH:34][CH:33]=[CH:32][CH:31]=2)[CH:22]=[CH:21][CH:20]=[CH:19][CH:18]=1.C(N(CC)C(C)C)(C)C.C1CN([P+](ON2N=NC3C=CC=CC2=3)(N2CCCC2)N2CCCC2)CC1.F[P-](F)(F)(F)(F)F. (2) The reactants are: BrC1C=CC(NC(=CC([O-])=O)C(OC)=O)=C(OC)C=1.[CH3:20][O:21][C:22](=[O:44])[C:23]([NH:28][C:29]1[CH:34]=[CH:33][C:32]([Br:35])=[CH:31][C:30]=1[O:36][CH2:37][C:38]1[CH:43]=[CH:42][CH:41]=[CH:40][CH:39]=1)=[CH:24][C:25]([O-:27])=O. Given the product [CH3:20][O:21][C:22]([C:23]1[CH:24]=[C:25]([OH:27])[C:34]2[C:29](=[C:30]([O:36][CH2:37][C:38]3[CH:43]=[CH:42][CH:41]=[CH:40][CH:39]=3)[CH:31]=[C:32]([Br:35])[CH:33]=2)[N:28]=1)=[O:44], predict the reactants needed to synthesize it. (3) Given the product [N+:1]([C:4]1[C:5]([NH:13][C@H:14]2[CH2:19][CH2:18][C@H:17]([NH:20][CH2:41][C:42]([F:45])([F:44])[F:43])[CH2:16][CH2:15]2)=[C:6]2[S:12][CH:11]=[CH:10][C:7]2=[N:8][CH:9]=1)([O-:3])=[O:2], predict the reactants needed to synthesize it. The reactants are: [N+:1]([C:4]1[C:5]([NH:13][C@H:14]2[CH2:19][CH2:18][C@H:17]([NH2:20])[CH2:16][CH2:15]2)=[C:6]2[S:12][CH:11]=[CH:10][C:7]2=[N:8][CH:9]=1)([O-:3])=[O:2].C(N(CC)C(C)C)(C)C.CN(C)C=O.FC(F)(F)S(O[CH2:41][C:42]([F:45])([F:44])[F:43])(=O)=O. (4) The reactants are: C(N=C=NCCCN(C)C)C.Cl.Cl.[NH2:14][C@@H:15]([CH:43]1[CH2:48][CH2:47][C:46]([F:50])([F:49])[CH2:45][CH2:44]1)[C:16]([N:18]1[C@H:23]([C:24]([NH:26][C@H:27]2[C:36]3[C:31](=[CH:32][CH:33]=[CH:34][CH:35]=3)[O:30][CH2:29][CH2:28]2)=[O:25])[CH2:22][N:21]2[CH2:37][C@H:38]([O:40][CH2:41][CH3:42])[CH2:39][C@@H:20]2[CH2:19]1)=[O:17].[C:51]([O:55][C:56]([N:58]([CH3:65])[C@H:59]([CH2:63][F:64])[C:60](O)=[O:61])=[O:57])([CH3:54])([CH3:53])[CH3:52].C(N(CC)C(C)C)(C)C.ON1C2C=CC=CC=2N=N1. Given the product [C:51]([O:55][C:56](=[O:57])[N:58]([C@H:59]([CH2:63][F:64])[C:60]([NH:14][C@@H:15]([CH:43]1[CH2:48][CH2:47][C:46]([F:49])([F:50])[CH2:45][CH2:44]1)[C:16]([N:18]1[C@H:23]([C:24](=[O:25])[NH:26][C@H:27]2[C:36]3[C:31](=[CH:32][CH:33]=[CH:34][CH:35]=3)[O:30][CH2:29][CH2:28]2)[CH2:22][N:21]2[CH2:37][C@H:38]([O:40][CH2:41][CH3:42])[CH2:39][C@@H:20]2[CH2:19]1)=[O:17])=[O:61])[CH3:65])([CH3:52])([CH3:54])[CH3:53], predict the reactants needed to synthesize it. (5) Given the product [CH3:61][O:60][C:57]1[CH:56]=[CH:55][C:54]([CH2:53][C@H:42]([NH:41][C:39](=[O:40])[C@H:38]([NH:37][C:10]([C@@H:6]2[CH2:7][CH2:8][C:9]3[NH:1][N:2]=[CH:3][C:4]=3[CH2:5]2)=[O:12])[CH3:62])[C:43]([O:45][CH2:46][C:47]2[CH:48]=[CH:49][CH:50]=[CH:51][CH:52]=2)=[O:44])=[CH:59][CH:58]=1, predict the reactants needed to synthesize it. The reactants are: [NH:1]1[C:9]2[CH2:8][CH2:7][C@H:6]([C:10]([OH:12])=O)[CH2:5][C:4]=2[CH:3]=[N:2]1.CN(C(ON1N=NC2C=CC=NC1=2)=[N+](C)C)C.F[P-](F)(F)(F)(F)F.[NH2:37][C@H:38]([CH3:62])[C:39]([NH:41][C@@H:42]([CH2:53][C:54]1[CH:59]=[CH:58][C:57]([O:60][CH3:61])=[CH:56][CH:55]=1)[C:43]([O:45][CH2:46][C:47]1[CH:52]=[CH:51][CH:50]=[CH:49][CH:48]=1)=[O:44])=[O:40].CCN(C(C)C)C(C)C.C(=O)(O)[O-].[Na+]. (6) Given the product [CH3:28][N:29]1[C:2]([CH2:3][C:4]2[CH:9]=[CH:8][N:7]=[C:6]([N:10]3[CH2:11][CH2:12][N:13]([C:16]([O:18][CH2:19][C:20]4[CH:21]=[CH:22][CH:23]=[CH:24][CH:25]=4)=[O:17])[CH2:14][CH2:15]3)[CH:5]=2)=[N:1][C:31]([C:33]2[O:37][N:36]=[C:35]([C:38]3[CH:39]=[CH:40][C:41]([O:44][C:45]([F:48])([F:46])[F:47])=[CH:42][CH:43]=3)[N:34]=2)=[N:30]1, predict the reactants needed to synthesize it. The reactants are: [NH:1]=[C:2](OC)[CH2:3][C:4]1[CH:9]=[CH:8][N:7]=[C:6]([N:10]2[CH2:15][CH2:14][N:13]([C:16]([O:18][CH2:19][C:20]3[CH:25]=[CH:24][CH:23]=[CH:22][CH:21]=3)=[O:17])[CH2:12][CH2:11]2)[CH:5]=1.[CH3:28][NH:29][NH:30][C:31]([C:33]1[O:37][N:36]=[C:35]([C:38]2[CH:43]=[CH:42][C:41]([O:44][C:45]([F:48])([F:47])[F:46])=[CH:40][CH:39]=2)[N:34]=1)=O. (7) The reactants are: [NH2:1][C:2]1[S:3][CH:4]=[C:5]([CH2:7][C:8]([O:10][CH2:11][CH3:12])=[O:9])[N:6]=1.[CH3:13][C:14]1[CH:19]=[CH:18][CH:17]=[CH:16][C:15]=1[S:20](Cl)(=[O:22])=[O:21]. Given the product [CH3:13][C:14]1[CH:19]=[CH:18][CH:17]=[CH:16][C:15]=1[S:20]([NH:1][C:2]1[S:3][CH:4]=[C:5]([CH2:7][C:8]([O:10][CH2:11][CH3:12])=[O:9])[N:6]=1)(=[O:22])=[O:21], predict the reactants needed to synthesize it.